Predict the reactants needed to synthesize the given product. From a dataset of Full USPTO retrosynthesis dataset with 1.9M reactions from patents (1976-2016). (1) Given the product [C:1]([O:5][C:6](=[O:20])[NH:7][C@@H:8]([CH2:13][C:14]1[CH:19]=[CH:18][CH:17]=[CH:16][CH:15]=1)[C@H:9]([OH:12])[CH2:10][NH:25][CH2:21][CH:22]([CH3:24])[CH3:23])([CH3:4])([CH3:3])[CH3:2], predict the reactants needed to synthesize it. The reactants are: [C:1]([O:5][C:6](=[O:20])[NH:7][C@@H:8]([CH2:13][C:14]1[CH:19]=[CH:18][CH:17]=[CH:16][CH:15]=1)[C@H:9]([OH:12])[CH2:10]Cl)([CH3:4])([CH3:3])[CH3:2].[CH2:21]([NH2:25])[CH:22]([CH3:24])[CH3:23].C(=O)([O-])[O-].[Na+].[Na+]. (2) Given the product [CH2:24]([O:23][C:21](=[O:22])[CH2:20][C@H:8]1[CH2:7][CH2:6][C@@H:5]([NH:4][CH:1]([CH3:3])[CH3:2])[CH2:10][N:9]1[C:34]([O:36][C:37]([CH3:38])([CH3:39])[CH3:40])=[O:35])[CH3:25], predict the reactants needed to synthesize it. The reactants are: [CH:1]([NH:4][C@H:5]1[CH2:10][N:9](CC2C=CC(OC)=CC=2)[C@@H:8]([CH2:20][C:21]([O:23][CH2:24][CH3:25])=[O:22])[CH2:7][CH2:6]1)([CH3:3])[CH3:2].[CH3:38][C:37]([O:36][C:34](O[C:34]([O:36][C:37]([CH3:40])([CH3:39])[CH3:38])=[O:35])=[O:35])([CH3:40])[CH3:39]. (3) Given the product [CH3:1][O:2][C:3]([C:5]1[CH:6]=[C:7]([CH:8]=[CH:9][CH:10]=1)[CH2:11][CH2:12][C:13]1[C:18]([C:19]([F:22])([F:21])[F:20])=[CH:17][N:16]=[C:15]([NH:23][C:24]2[CH:25]=[CH:26][C:27]([N:30]3[CH2:31][CH2:32][N:33]([C:36]([O:38][C:39]([CH3:40])([CH3:41])[CH3:42])=[O:37])[CH2:34][CH2:35]3)=[CH:28][CH:29]=2)[N:14]=1)=[O:4], predict the reactants needed to synthesize it. The reactants are: [CH3:1][O:2][C:3]([C:5]1[CH:6]=[C:7]([C:11]#[C:12][C:13]2[C:18]([C:19]([F:22])([F:21])[F:20])=[CH:17][N:16]=[C:15]([NH:23][C:24]3[CH:29]=[CH:28][C:27]([N:30]4[CH2:35][CH2:34][N:33]([C:36]([O:38][C:39]([CH3:42])([CH3:41])[CH3:40])=[O:37])[CH2:32][CH2:31]4)=[CH:26][CH:25]=3)[N:14]=2)[CH:8]=[CH:9][CH:10]=1)=[O:4].[H][H].